From a dataset of Full USPTO retrosynthesis dataset with 1.9M reactions from patents (1976-2016). Predict the reactants needed to synthesize the given product. Given the product [CH:53]([C:47]1[CH:48]=[CH:49][C:50]([CH3:52])=[CH:51][C:46]=1[N:39]1[C:38](=[O:56])[CH2:37][S:41]/[C:40]/1=[N:42]\[C:43]([NH:23][C:20]1([CH2:19][C:18]2[CH:24]=[CH:25][C:15]([C:12]3[N:13]=[CH:14][N:10]([C:7]4[CH:6]=[CH:5][C:4]([O:3][C:2]([F:1])([F:26])[F:27])=[CH:9][CH:8]=4)[N:11]=3)=[CH:16][CH:17]=2)[CH2:21][CH2:22]1)=[O:44])([CH3:55])[CH3:54], predict the reactants needed to synthesize it. The reactants are: [F:1][C:2]([F:27])([F:26])[O:3][C:4]1[CH:9]=[CH:8][C:7]([N:10]2[CH:14]=[N:13][C:12]([C:15]3[CH:25]=[CH:24][C:18]([CH2:19][C:20]4([NH2:23])[CH2:22][CH2:21]4)=[CH:17][CH:16]=3)=[N:11]2)=[CH:6][CH:5]=1.[N+](C1C=CC([CH:37]2[S:41]/[C:40](=[N:42]\[C:43](=O)[O-:44])/[N:39]([C:46]3[CH:51]=[C:50]([CH3:52])[CH:49]=[CH:48][C:47]=3[CH:53]([CH3:55])[CH3:54])[C:38]2=[O:56])=CC=1)([O-])=O.